Dataset: Peptide-MHC class I binding affinity with 185,985 pairs from IEDB/IMGT. Task: Regression. Given a peptide amino acid sequence and an MHC pseudo amino acid sequence, predict their binding affinity value. This is MHC class I binding data. (1) The peptide sequence is GLEAYIQGI. The MHC is HLA-A02:16 with pseudo-sequence HLA-A02:16. The binding affinity (normalized) is 0.0847. (2) The peptide sequence is RVRQQVIQL. The MHC is HLA-B07:02 with pseudo-sequence HLA-B07:02. The binding affinity (normalized) is 0.714. (3) The peptide sequence is FVGLALLTL. The MHC is HLA-B35:01 with pseudo-sequence HLA-B35:01. The binding affinity (normalized) is 0. (4) The peptide sequence is ISKANWMTY. The MHC is HLA-A03:01 with pseudo-sequence HLA-A03:01. The binding affinity (normalized) is 0.0847.